Predict the reactants needed to synthesize the given product. From a dataset of Full USPTO retrosynthesis dataset with 1.9M reactions from patents (1976-2016). (1) Given the product [CH3:1][C:2]1([CH3:13])[C:10]2[C:5](=[C:6]([CH3:11])[CH:7]=[CH:8][CH:9]=2)[N:4]([CH2:21][O:20][CH2:19][CH2:18][Si:17]([CH3:24])([CH3:23])[CH3:16])[C:3]1=[O:12], predict the reactants needed to synthesize it. The reactants are: [CH3:1][C:2]1([CH3:13])[C:10]2[C:5](=[C:6]([CH3:11])[CH:7]=[CH:8][CH:9]=2)[NH:4][C:3]1=[O:12].[H-].[Na+].[CH3:16][Si:17]([CH3:24])([CH3:23])[CH2:18][CH2:19][O:20][CH2:21]Cl. (2) Given the product [O-:1][N+:2]1[C:7]2[CH:8]=[CH:9][CH:10]=[CH:11][C:6]=2[N:5]=[C:4]([N:12]2[CH2:13][CH2:14][CH:15]([CH2:18][C:19]([NH:22][C:23]3[S:24][CH:25]=[CH:26][C:27]=3[C:28]([O:30][CH3:31])=[O:29])=[O:20])[CH2:16][CH2:17]2)[N:3]=1, predict the reactants needed to synthesize it. The reactants are: [O-:1][N+:2]1[C:7]2[CH:8]=[CH:9][CH:10]=[CH:11][C:6]=2[N:5]=[C:4]([N:12]2[CH2:17][CH2:16][CH:15]([CH2:18][C:19](O)=[O:20])[CH2:14][CH2:13]2)[N:3]=1.[NH2:22][C:23]1[S:24][CH:25]=[CH:26][C:27]=1[C:28]([O:30][CH3:31])=[O:29]. (3) Given the product [CH2:1]([C:3]1[N:7]([C:8]2[N:16]=[C:15]3[C:11]([N:12]=[C:13]([C:18]4([O:22][CH3:23])[CH2:21][N:20]([CH2:34][C:35]([CH3:38])([OH:36])[CH3:37])[CH2:19]4)[N:14]3[CH3:17])=[C:10]([N:24]3[CH2:29][CH2:28][O:27][CH2:26][CH2:25]3)[N:9]=2)[C:6]2[CH:30]=[CH:31][CH:32]=[CH:33][C:5]=2[N:4]=1)[CH3:2], predict the reactants needed to synthesize it. The reactants are: [CH2:1]([C:3]1[N:7]([C:8]2[N:16]=[C:15]3[C:11]([N:12]=[C:13]([C:18]4([O:22][CH3:23])[CH2:21][NH:20][CH2:19]4)[N:14]3[CH3:17])=[C:10]([N:24]3[CH2:29][CH2:28][O:27][CH2:26][CH2:25]3)[N:9]=2)[C:6]2[CH:30]=[CH:31][CH:32]=[CH:33][C:5]=2[N:4]=1)[CH3:2].[CH3:34][C:35]1([CH3:38])[CH2:37][O:36]1. (4) The reactants are: Br[CH:2]1[CH2:6][CH2:5][N:4]([C:7]2[CH:12]=[CH:11][C:10]([N:13]([CH3:28])[C:14](=[O:27])[C:15]3[CH:20]=[CH:19][C:18]([CH:21]4[CH2:26][CH2:25][CH2:24][CH2:23][CH2:22]4)=[CH:17][CH:16]=3)=[CH:9][CH:8]=2)[C:3]1=[O:29].[NH:30]1[CH2:34][CH2:33][CH2:32][CH2:31]1. Given the product [CH:21]1([C:18]2[CH:19]=[CH:20][C:15]([C:14]([N:13]([CH3:28])[C:10]3[CH:11]=[CH:12][C:7]([N:4]4[CH2:5][CH2:6][CH:2]([N:30]5[CH2:34][CH2:33][CH2:32][CH2:31]5)[C:3]4=[O:29])=[CH:8][CH:9]=3)=[O:27])=[CH:16][CH:17]=2)[CH2:26][CH2:25][CH2:24][CH2:23][CH2:22]1, predict the reactants needed to synthesize it. (5) Given the product [F:47][C:45]([F:46])([F:48])[C:37]1[CH:36]=[C:35]([C@H:11]([O:12][C@H:13]2[CH2:21][CH2:20][C@H:19]3[C@@H:15]([CH2:16][N:17]([C:22]4[O:23][CH2:24][C:25](=[O:27])[N:26]=4)[CH2:18]3)[C@@H:14]2[C:28]2[CH:33]=[CH:32][CH:31]=[CH:30][C:29]=2[CH3:34])[CH2:10][OH:9])[CH:40]=[C:39]([C:41]([F:42])([F:44])[F:43])[CH:38]=1, predict the reactants needed to synthesize it. The reactants are: C([O:9][CH2:10][C@H:11]([C:35]1[CH:40]=[C:39]([C:41]([F:44])([F:43])[F:42])[CH:38]=[C:37]([C:45]([F:48])([F:47])[F:46])[CH:36]=1)[O:12][C@H:13]1[CH2:21][CH2:20][C@H:19]2[C@@H:15]([CH2:16][N:17]([C:22]3[O:23][CH2:24][C:25](=[O:27])[N:26]=3)[CH2:18]2)[C@@H:14]1[C:28]1[CH:33]=[CH:32][CH:31]=[CH:30][C:29]=1[CH3:34])(=O)C1C=CC=CC=1.[OH-].[Na+]. (6) The reactants are: Cl[CH2:2][CH2:3][CH2:4][S:5][C:6]1[N:7]([CH3:18])[C:8]([C:11]2[S:15][C:14]([CH3:16])=[N:13][C:12]=2[CH3:17])=[N:9][N:10]=1.C([O-])([O-])=O.[K+].[K+].Cl.[F:26][C:27]1[CH:28]=[C:29]2[C:37](=[CH:38][CH:39]=1)[C:32]1([CH2:36][CH2:35][NH:34][CH2:33]1)[CH2:31][CH2:30]2.[Na+].[I-]. Given the product [F:26][C:27]1[CH:28]=[C:29]2[C:37](=[CH:38][CH:39]=1)[C:32]1([CH2:36][CH2:35][N:34]([CH2:2][CH2:3][CH2:4][S:5][C:6]3[N:7]([CH3:18])[C:8]([C:11]4[S:15][C:14]([CH3:16])=[N:13][C:12]=4[CH3:17])=[N:9][N:10]=3)[CH2:33]1)[CH2:31][CH2:30]2, predict the reactants needed to synthesize it. (7) Given the product [C:1]([O:4][CH:5]=[CH2:6])(=[O:3])[CH3:2].[CH:44]([C:46]1[CH:51]=[CH:50][CH:49]=[CH:48][C:47]=1[CH:52]=[CH2:53])=[CH2:45], predict the reactants needed to synthesize it. The reactants are: [C:1]([O:4][CH:5]=[CH2:6])(=[O:3])[CH3:2].P(OCC(F)(F)F)(OCC(F)(F)F)OCC(F)(F)F.C(OOC(=O)C1C=CC=CC=1)(=O)C1C=CC=CC=1.[CH:44]([C:46]1[CH:51]=[CH:50][CH:49]=[CH:48][C:47]=1[CH:52]=[CH2:53])=[CH2:45].